This data is from Forward reaction prediction with 1.9M reactions from USPTO patents (1976-2016). The task is: Predict the product of the given reaction. Given the reactants [C:1]1([CH3:21])[CH:6]=[CH:5][C:4]([S:7][CH2:8][CH2:9][C:10]([C:12]2[CH:20]=[CH:19][C:15]([C:16]([OH:18])=[O:17])=[CH:14][CH:13]=2)=[O:11])=[CH:3][CH:2]=1.[OH:22]OS([O-])=O.[K+].[OH2:28], predict the reaction product. The product is: [S:7]([CH2:8][CH2:9][C:10]([C:12]1[CH:13]=[CH:14][C:15]([C:16]([OH:18])=[O:17])=[CH:19][CH:20]=1)=[O:11])([C:4]1[CH:3]=[CH:2][C:1]([CH3:21])=[CH:6][CH:5]=1)(=[O:22])=[O:28].